The task is: Predict which catalyst facilitates the given reaction.. This data is from Catalyst prediction with 721,799 reactions and 888 catalyst types from USPTO. (1) Reactant: [Br:1][C:2]1[CH:7]=[CH:6][C:5]([CH2:8]Br)=[CH:4][CH:3]=1.[NH:10]1[CH:14]=[CH:13][N:12]=[N:11]1.C(=O)([O-])[O-].[K+].[K+]. Product: [Br:1][C:2]1[CH:7]=[CH:6][C:5]([CH2:8][N:11]2[N:12]=[CH:13][CH:14]=[N:10]2)=[CH:4][CH:3]=1. The catalyst class is: 9. (2) Reactant: C[O:2][C:3](=[O:14])[C:4]1[C:9]([CH2:10][O:11][CH3:12])=[CH:8][CH:7]=[CH:6][C:5]=1[Cl:13].[OH-].[Na+]. Product: [Cl:13][C:5]1[CH:6]=[CH:7][CH:8]=[C:9]([CH2:10][O:11][CH3:12])[C:4]=1[C:3]([OH:14])=[O:2]. The catalyst class is: 5. (3) Reactant: [Br:1][C:2]1[CH:10]=[CH:9][C:5]([C:6](O)=[O:7])=[C:4]([F:11])[CH:3]=1.C(Cl)(=O)C([Cl:15])=O. The catalyst class is: 120. Product: [Br:1][C:2]1[CH:10]=[CH:9][C:5]([C:6]([Cl:15])=[O:7])=[C:4]([F:11])[CH:3]=1. (4) Reactant: [NH2:1][C:2]1[CH:3]=[C:4]2[C:9](=[C:10]([Cl:12])[CH:11]=1)[N:8]=[CH:7][C:6]([C:13]#[N:14])=[C:5]2[NH:15][C:16]1[CH:21]=[CH:20][C:19]([F:22])=[C:18]([Cl:23])[CH:17]=1.[O:24]1[CH2:28][CH2:27][N:26]2[N:29]=[C:30]([CH:32]=O)[CH:31]=[C:25]12.[BH3-]C#N.[Na+]. Product: [Cl:12][C:10]1[CH:11]=[C:2]([NH:1][CH2:32][C:30]2[CH:31]=[C:25]3[O:24][CH2:28][CH2:27][N:26]3[N:29]=2)[CH:3]=[C:4]2[C:9]=1[N:8]=[CH:7][C:6]([C:13]#[N:14])=[C:5]2[NH:15][C:16]1[CH:21]=[CH:20][C:19]([F:22])=[C:18]([Cl:23])[CH:17]=1. The catalyst class is: 14. (5) Reactant: [CH3:1][N:2]([CH3:16])[S:3]([C:6]1[CH:7]=[C:8]2[C:12](=[CH:13][CH:14]=1)[NH:11][C:10](=[O:15])[CH2:9]2)(=[O:5])=[O:4].[O:17]=[C:18]1[C:23]2=[CH:24][NH:25][C:26]([CH:27]=O)=[C:22]2[CH2:21][CH2:20][NH:19]1.N1CCCCC1. Product: [CH3:1][N:2]([CH3:16])[S:3]([C:6]1[CH:7]=[C:8]2[C:12](=[CH:13][CH:14]=1)[NH:11][C:10](=[O:15])[C:9]2=[CH:27][C:26]1[NH:25][CH:24]=[C:23]2[C:22]=1[CH2:21][CH2:20][NH:19][C:18]2=[O:17])(=[O:5])=[O:4]. The catalyst class is: 8. (6) Reactant: [Br:1][C:2]1[CH:3]=[C:4]([NH:8][C:9](=[O:15])[O:10][C:11]([CH3:14])([CH3:13])[CH3:12])[CH:5]=[CH:6][CH:7]=1.[H-].[Na+].[CH3:18]I. Product: [Br:1][C:2]1[CH:3]=[C:4]([N:8]([CH3:18])[C:9](=[O:15])[O:10][C:11]([CH3:12])([CH3:14])[CH3:13])[CH:5]=[CH:6][CH:7]=1. The catalyst class is: 3. (7) Reactant: [OH:1][NH:2][C:3]([C:5]1([S:15]([C:18]2[CH:23]=[CH:22][C:21]([O:24][C:25]3[CH:30]=[CH:29][C:28]([O:31][C:32]([F:35])([F:34])[F:33])=[CH:27][CH:26]=3)=[CH:20][CH:19]=2)(=[O:17])=[O:16])[CH2:10][CH2:9][N:8]([CH2:11][CH2:12][O:13][CH3:14])[CH2:7][CH2:6]1)=[O:4].[C:36]([OH:45])(=[O:44])[CH:37]([CH:39]([C:41]([OH:43])=[O:42])[OH:40])[OH:38]. Product: [OH:40][C@H:39]([C@@H:37]([OH:38])[C:36]([OH:45])=[O:44])[C:41]([OH:43])=[O:42].[OH:1][NH:2][C:3]([C:5]1([S:15]([C:18]2[CH:23]=[CH:22][C:21]([O:24][C:25]3[CH:26]=[CH:27][C:28]([O:31][C:32]([F:35])([F:33])[F:34])=[CH:29][CH:30]=3)=[CH:20][CH:19]=2)(=[O:17])=[O:16])[CH2:6][CH2:7][N:8]([CH2:11][CH2:12][O:13][CH3:14])[CH2:9][CH2:10]1)=[O:4]. The catalyst class is: 13. (8) Reactant: [S:1]1[CH:5]=[CH:4][C:3]([CH2:6][C:7]([O:9][CH2:10][CH3:11])=[O:8])=[CH:2]1.[Br:12]N1C(=O)CCC1=O. Product: [Br:12][C:2]1[S:1][CH:5]=[CH:4][C:3]=1[CH2:6][C:7]([O:9][CH2:10][CH3:11])=[O:8]. The catalyst class is: 7. (9) Reactant: [F:1][C:2]1[CH:7]=[CH:6][CH:5]=[CH:4][C:3]=1[CH:8]1[CH2:13][CH2:12][N:11]([C:14]2[C:15]([C:22]([F:25])([F:24])[F:23])=[C:16]([NH:20][NH2:21])[N:17]=[N:18][CH:19]=2)[CH2:10][CH2:9]1.C1COCC1.C(=O)(O)[O-].[Na+].[CH:36]1([CH2:39][C:40](Cl)=[O:41])[CH2:38][CH2:37]1. Product: [CH:36]1([CH2:39][C:40]([NH:21][NH:20][C:16]2[N:17]=[N:18][CH:19]=[C:14]([N:11]3[CH2:10][CH2:9][CH:8]([C:3]4[CH:4]=[CH:5][CH:6]=[CH:7][C:2]=4[F:1])[CH2:13][CH2:12]3)[C:15]=2[C:22]([F:25])([F:23])[F:24])=[O:41])[CH2:38][CH2:37]1. The catalyst class is: 84.